From a dataset of Catalyst prediction with 721,799 reactions and 888 catalyst types from USPTO. Predict which catalyst facilitates the given reaction. Reactant: [Cl:1][C:2]1[CH:3]=[C:4]2[C:8](=[CH:9][CH:10]=1)[NH:7][CH:6]=[C:5]2[CH2:11][CH2:12][NH:13][C:14](=[O:23])[C:15]1[CH:20]=[CH:19][CH:18]=[C:17]([CH2:21]Cl)[CH:16]=1.[Cl:24][C:25]1[CH:30]=[CH:29][C:28](B(O)O)=[CH:27][CH:26]=1.C(=O)([O-])[O-].[Na+].[Na+].[I-].[Na+]. Product: [Cl:1][C:2]1[CH:3]=[C:4]2[C:8](=[CH:9][CH:10]=1)[NH:7][CH:6]=[C:5]2[CH2:11][CH2:12][NH:13][C:14](=[O:23])[C:15]1[CH:20]=[CH:19][CH:18]=[C:17]([CH2:21][C:28]2[CH:29]=[CH:30][C:25]([Cl:24])=[CH:26][CH:27]=2)[CH:16]=1. The catalyst class is: 437.